Dataset: Forward reaction prediction with 1.9M reactions from USPTO patents (1976-2016). Task: Predict the product of the given reaction. (1) Given the reactants [Cl:1][C:2]1[C:7]([N+:8]([O-:10])=[O:9])=[C:6](Cl)[N:5]=[C:4]([S:12][CH3:13])[N:3]=1.[CH3:14][O-:15].[Na+], predict the reaction product. The product is: [Cl:1][C:2]1[C:7]([N+:8]([O-:10])=[O:9])=[C:6]([O:15][CH3:14])[N:5]=[C:4]([S:12][CH3:13])[N:3]=1. (2) Given the reactants C(N(CC)CC)C.[C:8]([C:12]1[CH:13]=[C:14]([C:30](=[O:33])[NH:31][CH3:32])[C:15]([O:28][CH3:29])=[C:16]([NH:18][C:19](=[O:27])OC2C=CC=CC=2)[CH:17]=1)([CH3:11])([CH3:10])[CH3:9].[NH2:34][C:35]1[C:44]2[C:39](=[CH:40][CH:41]=[CH:42][CH:43]=2)[C:38]([O:45][C:46]2[CH:51]=[CH:50][N:49]=[C:48]([NH:52][C:53]3[CH:58]=[CH:57][C:56]([P:59]([CH3:64])(=[O:63])[O:60][CH2:61][CH3:62])=[C:55]([O:65][CH3:66])[CH:54]=3)[CH:47]=2)=[CH:37][CH:36]=1, predict the reaction product. The product is: [C:8]([C:12]1[CH:13]=[C:14]([C:30](=[O:33])[NH:31][CH3:32])[C:15]([O:28][CH3:29])=[C:16]([NH:18][C:19](=[O:27])[NH:34][C:35]2[C:44]3[C:39](=[CH:40][CH:41]=[CH:42][CH:43]=3)[C:38]([O:45][C:46]3[CH:51]=[CH:50][N:49]=[C:48]([NH:52][C:53]4[CH:58]=[CH:57][C:56]([P:59]([CH3:64])(=[O:63])[O:60][CH2:61][CH3:62])=[C:55]([O:65][CH3:66])[CH:54]=4)[CH:47]=3)=[CH:37][CH:36]=2)[CH:17]=1)([CH3:9])([CH3:10])[CH3:11].